Predict the product of the given reaction. From a dataset of Forward reaction prediction with 1.9M reactions from USPTO patents (1976-2016). (1) Given the reactants [NH2:1][C:2]1[N:7]=[C:6]([N:8]2[CH2:13][CH2:12][CH2:11][CH:10]([NH:14]C(=O)OC(C)(C)C)[CH2:9]2)[CH:5]=[C:4]([C:22]2[CH:30]=[C:29]3[C:25]([C:26]([NH2:31])=[N:27][NH:28]3)=[CH:24][CH:23]=2)[N:3]=1.[ClH:32], predict the reaction product. The product is: [ClH:32].[NH2:1][C:2]1[N:3]=[C:4]([C:22]2[CH:30]=[C:29]3[C:25]([C:26]([NH2:31])=[N:27][NH:28]3)=[CH:24][CH:23]=2)[CH:5]=[C:6]([N:8]2[CH2:13][CH2:12][CH2:11][CH:10]([NH2:14])[CH2:9]2)[N:7]=1. (2) Given the reactants [ClH:1].C(OCC)(=O)C.[CH2:8]([NH:11][C:12]1[N:13]=[C:14]([NH:22][C:23](=[O:29])[NH:24][C:25]([CH3:28])([CH3:27])[CH3:26])[C:15]2[S:20][CH:19]=[C:18]([CH3:21])[C:16]=2[N:17]=1)[CH:9]=[CH2:10], predict the reaction product. The product is: [ClH:1].[CH2:8]([NH:11][C:12]1[N:13]=[C:14]([NH:22][C:23](=[O:29])[NH:24][C:25]([CH3:28])([CH3:27])[CH3:26])[C:15]2[S:20][CH:19]=[C:18]([CH3:21])[C:16]=2[N:17]=1)[CH:9]=[CH2:10]. (3) Given the reactants C([Si](C)(C)[O:6][C@H:7]([C:25]1[CH:26]=[CH:27][C:28]([NH:31][C:32](=[O:34])[CH3:33])=[N:29][CH:30]=1)[CH2:8][NH:9][CH2:10][CH2:11][O:12][C:13]1[CH:18]=[CH:17][C:16]([C:19]2[N:20]=[C:21]([CH3:24])[S:22][CH:23]=2)=[CH:15][CH:14]=1)(C)(C)C.[F-].C([N+](CCCC)(CCCC)CCCC)CCC, predict the reaction product. The product is: [OH:6][C@H:7]([C:25]1[CH:26]=[CH:27][C:28]([NH:31][C:32](=[O:34])[CH3:33])=[N:29][CH:30]=1)[CH2:8][NH:9][CH2:10][CH2:11][O:12][C:13]1[CH:14]=[CH:15][C:16]([C:19]2[N:20]=[C:21]([CH3:24])[S:22][CH:23]=2)=[CH:17][CH:18]=1. (4) Given the reactants [CH2:1]([C:8]1[S:12][C:11]([CH2:13][CH2:14][C:15]2[CH:20]=[CH:19][C:18]([O:21]C)=[C:17]([O:23]C)[CH:16]=2)=[N:10][C:9]=1[C:25]1[CH:30]=[CH:29][C:28]([O:31]C)=[CH:27][CH:26]=1)[C:2]1[CH:7]=[CH:6][CH:5]=[CH:4][CH:3]=1.B(Br)(Br)Br, predict the reaction product. The product is: [CH2:1]([C:8]1[S:12][C:11]([CH2:13][CH2:14][C:15]2[CH:16]=[C:17]([OH:23])[C:18]([OH:21])=[CH:19][CH:20]=2)=[N:10][C:9]=1[C:25]1[CH:26]=[CH:27][C:28]([OH:31])=[CH:29][CH:30]=1)[C:2]1[CH:3]=[CH:4][CH:5]=[CH:6][CH:7]=1. (5) Given the reactants [NH2:1][C:2](=[O:45])[CH2:3][N:4]([CH3:44])[C:5](=[O:43])[C:6]1[CH:11]=[CH:10][CH:9]=[C:8]([N:12]2[C:20]3[C:15](=[C:16]([NH:22][CH2:23][C:24]([OH:42])([C:38]([F:41])([F:40])[F:39])[CH2:25][C:26]([C:29]4[CH:34]=[C:33]([F:35])[CH:32]=[CH:31][C:30]=4[O:36]C)([CH3:28])[CH3:27])[CH:17]=[C:18]([CH3:21])[CH:19]=3)[CH:14]=[N:13]2)[CH:7]=1.C(=O)=O.CC(C)=O.B(Br)(Br)Br, predict the reaction product. The product is: [NH2:1][C:2](=[O:45])[CH2:3][N:4]([CH3:44])[C:5](=[O:43])[C:6]1[CH:11]=[CH:10][CH:9]=[C:8]([N:12]2[C:20]3[C:15](=[C:16]([NH:22][CH2:23][C:24]([OH:42])([C:38]([F:39])([F:40])[F:41])[CH2:25][C:26]([C:29]4[CH:34]=[C:33]([F:35])[CH:32]=[CH:31][C:30]=4[OH:36])([CH3:28])[CH3:27])[CH:17]=[C:18]([CH3:21])[CH:19]=3)[CH:14]=[N:13]2)[CH:7]=1.